Dataset: Full USPTO retrosynthesis dataset with 1.9M reactions from patents (1976-2016). Task: Predict the reactants needed to synthesize the given product. (1) Given the product [O:36]=[C:24]1[CH2:25][C:26]([C:28]2[CH:29]=[C:30]([CH:33]=[CH:34][CH:35]=2)[C:31]#[N:32])=[N:7][C:8]2[CH:13]=[CH:12][C:11]([C:14]3[S:15][CH:16]=[CH:17][CH:18]=3)=[CH:10][C:9]=2[NH:19]1, predict the reactants needed to synthesize it. The reactants are: C(OC(=O)[NH:7][C:8]1[CH:13]=[CH:12][C:11]([C:14]2[S:15][CH:16]=[CH:17][CH:18]=2)=[CH:10][C:9]=1[NH2:19])(C)(C)C.CC1(C)O[C:26]([C:28]2[CH:29]=[C:30]([CH:33]=[CH:34][CH:35]=2)[C:31]#[N:32])=[CH:25][C:24](=[O:36])O1.C(O)(C(F)(F)F)=O. (2) Given the product [CH:24]([C:21]1[S:22][CH:23]=[C:19]([C:17]([N:13]2[CH2:12][C:11]3([CH2:27][CH2:28][N:8]([CH2:7][C:6]4[CH:29]=[CH:30][C:31]([C:32]([F:35])([F:33])[F:34])=[C:4]([CH2:3][CH:2]=[O:1])[CH:5]=4)[CH2:9][CH2:10]3)[O:16][CH2:15][CH2:14]2)=[O:18])[N:20]=1)([CH3:26])[CH3:25], predict the reactants needed to synthesize it. The reactants are: [OH:1][CH2:2][CH2:3][C:4]1[CH:5]=[C:6]([CH:29]=[CH:30][C:31]=1[C:32]([F:35])([F:34])[F:33])[CH2:7][N:8]1[CH2:28][CH2:27][C:11]2([O:16][CH2:15][CH2:14][N:13]([C:17]([C:19]3[N:20]=[C:21]([CH:24]([CH3:26])[CH3:25])[S:22][CH:23]=3)=[O:18])[CH2:12]2)[CH2:10][CH2:9]1.CC(OI1(OC(C)=O)(OC(C)=O)OC(=O)C2C=CC=CC1=2)=O. (3) Given the product [O:21]=[CH:22][CH2:23][C@H:25]([C@@H:27]([C@@H:29]([CH2:31][OH:32])[OH:30])[OH:28])[OH:26], predict the reactants needed to synthesize it. The reactants are: [OH-].[Na+].C1C(=O)N(O)C(=O)C1S([O-])(=O)=O.[Na+].C(Cl)CCl.Cl.[OH:21][CH:22]1[O:30][C@H:29]([CH2:31][OH:32])[C@@H:27]([OH:28])[C@H:25]([OH:26])[C@H:23]1N. (4) Given the product [C:4]([NH:8][C:9]([C:11]1[CH:15]=[C:14]([C:16]2[CH:21]=[CH:20][C:19]([CH:22]([OH:23])[CH3:31])=[CH:18][N:17]=2)[N:13]([C:24]2[CH:25]=[N:26][CH:27]=[CH:28][CH:29]=2)[N:12]=1)=[O:10])([CH3:7])([CH3:5])[CH3:6], predict the reactants needed to synthesize it. The reactants are: C[Mg]Br.[C:4]([NH:8][C:9]([C:11]1[CH:15]=[C:14]([C:16]2[CH:21]=[CH:20][C:19]([CH:22]=[O:23])=[CH:18][N:17]=2)[N:13]([C:24]2[CH:25]=[N:26][CH:27]=[CH:28][CH:29]=2)[N:12]=1)=[O:10])([CH3:7])([CH3:6])[CH3:5].O.[CH:31](Cl)(Cl)Cl. (5) Given the product [CH3:8][C:3]1[CH:4]=[CH:5][CH:6]=[CH:7][C:2]=1[C:18](=[O:21])[CH2:17][CH2:16][CH2:15][N:9]1[CH2:14][CH2:13][CH2:12][CH2:11][CH2:10]1, predict the reactants needed to synthesize it. The reactants are: I[C:2]1[CH:7]=[CH:6][CH:5]=[CH:4][C:3]=1[CH3:8].[N:9]1([CH2:15][CH2:16][CH2:17][C:18]#N)[CH2:14][CH2:13][CH2:12][CH2:11][CH2:10]1.C(O)(C(F)(F)F)=[O:21].CC#N. (6) Given the product [N+:25]([C:28]1[CH:41]=[CH:40][C:31]([C:32]([O:34][C@H:35]2[CH2:39][CH2:38][N:37]([CH2:6][CH2:7][CH2:8][C:9]3[CH:14]=[CH:13][C:12]([O:15][CH3:16])=[CH:11][CH:10]=3)[CH2:36]2)=[O:33])=[CH:30][CH:29]=1)([O-:27])=[O:26], predict the reactants needed to synthesize it. The reactants are: S(O[CH2:6][CH2:7][CH2:8][C:9]1[CH:14]=[CH:13][C:12]([O:15][CH3:16])=[CH:11][CH:10]=1)(=O)(=O)C.C(=O)([O-])[O-].[Na+].[Na+].[I-].[Na+].[N+:25]([C:28]1[CH:41]=[CH:40][C:31]([C:32]([O:34][C@H:35]2[CH2:39][CH2:38][NH:37][CH2:36]2)=[O:33])=[CH:30][CH:29]=1)([O-:27])=[O:26]. (7) Given the product [C:21]([O:20][C:18]([N:9]1[C@H:8]([C:12]([OH:14])=[O:13])[C@H:7]2[CH2:11][C@@H:10]1[C@H:5]([OH:4])[CH2:6]2)=[O:19])([CH3:24])([CH3:23])[CH3:22], predict the reactants needed to synthesize it. The reactants are: C([O:4][C@H:5]1[C@H:10]2[CH2:11][C@H:7]([C@@H:8]([C:12]([O:14]C)=[O:13])[NH:9]2)[CH2:6]1)(=O)C.[OH-].[Na+].[C:18](O[C:18]([O:20][C:21]([CH3:24])([CH3:23])[CH3:22])=[O:19])([O:20][C:21]([CH3:24])([CH3:23])[CH3:22])=[O:19]. (8) Given the product [F:14][C:13]([F:15])([F:16])[CH2:12][CH:11]([CH2:17][C:18]([F:19])([F:20])[F:21])[CH2:10][OH:9], predict the reactants needed to synthesize it. The reactants are: [H-].[H-].[H-].[H-].[Li+].[Al+3].C([O:9][C:10](=O)[CH:11]([CH2:17][C:18]([F:21])([F:20])[F:19])[CH2:12][C:13]([F:16])([F:15])[F:14])C.